Dataset: Forward reaction prediction with 1.9M reactions from USPTO patents (1976-2016). Task: Predict the product of the given reaction. (1) Given the reactants C(OC([N:8]1[CH2:17][CH2:16][C:15]2[C:10](=[CH:11][CH:12]=[C:13]([CH2:18][O:19][C:20]3[CH:25]=[CH:24][C:23]([Cl:26])=[C:22]([C:27]([F:30])([F:29])[F:28])[CH:21]=3)[CH:14]=2)[CH2:9]1)=O)(C)(C)C.C(O)(C(F)(F)F)=O.CCN(C(C)C)C(C)C.[C:47]([O:51][C:52](=[O:55])[CH:53]=[CH2:54])([CH3:50])([CH3:49])[CH3:48], predict the reaction product. The product is: [C:47]([O:51][C:52](=[O:55])[CH2:53][CH2:54][N:8]1[CH2:17][CH2:16][C:15]2[C:10](=[CH:11][CH:12]=[C:13]([CH2:18][O:19][C:20]3[CH:25]=[CH:24][C:23]([Cl:26])=[C:22]([C:27]([F:29])([F:28])[F:30])[CH:21]=3)[CH:14]=2)[CH2:9]1)([CH3:50])([CH3:49])[CH3:48]. (2) Given the reactants [NH2:1][C:2]1[C:10]2[C:5](=[N:6][C:7]([N:17]([CH3:19])[CH3:18])=[C:8]3[CH2:14][O:13][C:12]([CH3:16])([CH3:15])[CH2:11][C:9]3=2)[O:4][C:3]=1[C:20]([O:22][CH2:23][CH3:24])=[O:21], predict the reaction product. The product is: [CH2:3]([O:4]/[CH:5]=[N:1]/[C:2]1[C:10]2[C:5](=[N:6][C:7]([N:17]([CH3:19])[CH3:18])=[C:8]3[CH2:14][O:13][C:12]([CH3:16])([CH3:15])[CH2:11][C:9]3=2)[O:4][C:3]=1[C:20]([O:22][CH2:23][CH3:24])=[O:21])[CH3:2]. (3) Given the reactants Cl[C:2]1[N:7]=[C:6]([N:8]2[CH2:13][CH2:12][O:11][CH2:10][CH2:9]2)[N:5]=[C:4]([N:14]2[CH2:19][CH2:18][O:17][CH2:16][CH2:15]2)[N:3]=1.[NH2:20][C:21]1[CH:22]=[C:23](B2OC(C)(C)C(C)(C)O2)[CH:24]=[CH:25][CH:26]=1, predict the reaction product. The product is: [O:17]1[CH2:18][CH2:19][N:14]([C:4]2[N:5]=[C:6]([N:8]3[CH2:13][CH2:12][O:11][CH2:10][CH2:9]3)[N:7]=[C:2]([C:25]3[CH:26]=[C:21]([CH:22]=[CH:23][CH:24]=3)[NH2:20])[N:3]=2)[CH2:15][CH2:16]1.